This data is from Peptide-MHC class I binding affinity with 185,985 pairs from IEDB/IMGT. The task is: Regression. Given a peptide amino acid sequence and an MHC pseudo amino acid sequence, predict their binding affinity value. This is MHC class I binding data. (1) The peptide sequence is VMPLSAPTL. The MHC is HLA-A30:02 with pseudo-sequence HLA-A30:02. The binding affinity (normalized) is 0. (2) The peptide sequence is KQIGGTLFE. The MHC is HLA-B07:02 with pseudo-sequence HLA-B07:02. The binding affinity (normalized) is 0.213. (3) The peptide sequence is YQYPRDTHY. The MHC is HLA-B35:01 with pseudo-sequence HLA-B35:01. The binding affinity (normalized) is 0.544. (4) The peptide sequence is HPVHAGPIA. The MHC is HLA-A68:02 with pseudo-sequence HLA-A68:02. The binding affinity (normalized) is 0. (5) The peptide sequence is FQILHDRFF. The MHC is HLA-B37:01 with pseudo-sequence HLA-B37:01. The binding affinity (normalized) is 0.455. (6) The peptide sequence is AEKSRGRRI. The MHC is HLA-A30:01 with pseudo-sequence HLA-A30:01. The binding affinity (normalized) is 0.0847. (7) The peptide sequence is LCLSGEGWPY. The MHC is HLA-A30:01 with pseudo-sequence HLA-A30:01. The binding affinity (normalized) is 0. (8) The peptide sequence is LSYNPIYDEW. The MHC is Mamu-B17 with pseudo-sequence Mamu-B17. The binding affinity (normalized) is 0.932. (9) The peptide sequence is KLAEIFQPF. The MHC is HLA-C14:02 with pseudo-sequence HLA-C14:02. The binding affinity (normalized) is 0.506.